Dataset: Forward reaction prediction with 1.9M reactions from USPTO patents (1976-2016). Task: Predict the product of the given reaction. (1) Given the reactants [OH:1][C:2]1[CH:7]=[CH:6][CH:5]=[C:4]([N+:8]([O-])=O)[C:3]=1[NH:11][C:12]([NH:14][C:15]1[CH:20]=[CH:19][CH:18]=[C:17]([C:21]([F:24])([F:23])[F:22])[CH:16]=1)=[O:13], predict the reaction product. The product is: [NH2:8][C:4]1[CH:5]=[CH:6][CH:7]=[C:2]([OH:1])[C:3]=1[NH:11][C:12]([NH:14][C:15]1[CH:20]=[CH:19][CH:18]=[C:17]([C:21]([F:22])([F:23])[F:24])[CH:16]=1)=[O:13]. (2) The product is: [CH2:10]([C:5]1[CH:6]=[C:7]([O:8][CH3:9])[C:2]([Br:1])=[CH:3][C:4]=1[OH:18])[C:12]1[CH:13]=[CH:14][CH:15]=[CH:16][CH:17]=1. Given the reactants [Br:1][C:2]1[C:7]([O:8][CH3:9])=[CH:6][C:5]([C:10]([C:12]2[CH:17]=[CH:16][CH:15]=[CH:14][CH:13]=2)=O)=[C:4]([OH:18])[CH:3]=1.FC(F)(F)C(O)=O.C([SiH](CC)CC)C.[NH4+].[Cl-], predict the reaction product. (3) Given the reactants F[C:2]1[N:7]=[C:6]([C:8]2[C:16]3[C:11](=[CH:12][N:13]=[C:14]([C:17]4[CH:18]=[N:19][N:20]([CH3:22])[CH:21]=4)[CH:15]=3)[N:10](C3CCCCO3)[N:9]=2)[CH:5]=[CH:4][CH:3]=1.[NH:29]1[CH2:34][CH2:33][CH2:32][CH:31]([OH:35])[CH2:30]1, predict the reaction product. The product is: [CH3:22][N:20]1[CH:21]=[C:17]([C:14]2[CH:15]=[C:16]3[C:8]([C:6]4[N:7]=[C:2]([N:29]5[CH2:34][CH2:33][CH2:32][CH:31]([OH:35])[CH2:30]5)[CH:3]=[CH:4][CH:5]=4)=[N:9][NH:10][C:11]3=[CH:12][N:13]=2)[CH:18]=[N:19]1. (4) Given the reactants Cl.[NH2:2][CH2:3][CH2:4][O:5][C:6]1[CH:11]=[CH:10][C:9]([NH:12][C:13](=[O:22])[C:14]2[CH:19]=[CH:18][CH:17]=[C:16]([O:20][CH3:21])[CH:15]=2)=[CH:8][C:7]=1[C:23]1[N:27]([CH3:28])[N:26]=[CH:25][CH:24]=1.C(N(CC)CC)C.Cl[C:37]([O:39][CH2:40][CH3:41])=[O:38], predict the reaction product. The product is: [CH2:40]([O:39][C:37](=[O:38])[NH:2][CH2:3][CH2:4][O:5][C:6]1[CH:11]=[CH:10][C:9]([NH:12][C:13](=[O:22])[C:14]2[CH:19]=[CH:18][CH:17]=[C:16]([O:20][CH3:21])[CH:15]=2)=[CH:8][C:7]=1[C:23]1[N:27]([CH3:28])[N:26]=[CH:25][CH:24]=1)[CH3:41]. (5) Given the reactants [CH2:1]([O:3][C:4](=[O:17])[CH:5]=[CH:6][C:7]1[CH:12]=[CH:11][C:10]([C:13]([CH3:16])([CH3:15])[CH3:14])=[CH:9][CH:8]=1)[CH3:2], predict the reaction product. The product is: [C:13]([C:10]1[CH:9]=[CH:8][C:7]([CH2:6][CH2:5][C:4]([O:3][CH2:1][CH3:2])=[O:17])=[CH:12][CH:11]=1)([CH3:16])([CH3:14])[CH3:15]. (6) Given the reactants CON(C)[C:4]([CH:6]1[CH2:9][N:8]([C:10]([O:12][C:13]([CH3:16])([CH3:15])[CH3:14])=[O:11])[CH2:7]1)=[O:5].O1CCC[CH2:19]1.O1CCCC1.C[Mg]Cl, predict the reaction product. The product is: [C:4]([CH:6]1[CH2:7][N:8]([C:10]([O:12][C:13]([CH3:14])([CH3:15])[CH3:16])=[O:11])[CH2:9]1)(=[O:5])[CH3:19]. (7) The product is: [Br:4][C:5]1[CH:10]=[CH:9][CH:8]=[CH:7][C:6]=1[C:11]1[CH:12]=[CH:13][CH:14]=[CH:15][C:16]=1[C:23]([OH:24])([CH3:25])[CH3:1]. Given the reactants [CH3:1][Mg]Br.[Br:4][C:5]1[CH:10]=[CH:9][CH:8]=[CH:7][C:6]=1[C:11]1[CH:16]=[CH:15][C:14](C(=O)C)=[CH:13][CH:12]=1.CCO[C:23]([CH3:25])=[O:24], predict the reaction product. (8) The product is: [CH:37]1(/[C:40](/[CH:22]=[CH:21]/[C:19]2([OH:20])[C:18]3([CH3:36])[CH:16]([CH2:17]3)[C:9]3([O:13][CH:12]([CH3:14])[CH:11]([CH3:15])[O:10]3)[CH:8]=[C:7]2[CH3:6])=[CH:41]/[C:42]([O:44][CH2:2][CH3:3])=[O:43])[CH2:39][CH2:38]1. Given the reactants O1CC[CH2:3][CH2:2]1.[CH3:6][C:7]1[C:19](/[CH:21]=[CH:22]/[Sn](CCCC)(CCCC)CCCC)([OH:20])[C:18]2([CH3:36])[CH:16]([CH2:17]2)[C:9]2([O:13][CH:12]([CH3:14])[CH:11]([CH3:15])[O:10]2)[CH:8]=1.[CH:37]1(/[C:40](/I)=[CH:41]/[C:42]([OH:44])=[O:43])[CH2:39][CH2:38]1.[F-].[K+], predict the reaction product. (9) Given the reactants [CH3:1][O:2][C:3]1[CH:4]=[C:5]([C:11]2[CH:15]=[C:14]([CH2:16][CH2:17][CH:18]=O)[O:13][N:12]=2)[CH:6]=[CH:7][C:8]=1[O:9][CH3:10].[C:20]1([N:26]2[CH2:31][CH2:30][NH:29][CH2:28][CH2:27]2)[CH:25]=[CH:24][CH:23]=[CH:22][CH:21]=1.[BH-](OC(C)=O)(OC(C)=O)OC(C)=O.[Na+], predict the reaction product. The product is: [CH3:10][O:9][C:8]1[CH:7]=[CH:6][C:5]([C:11]2[CH:15]=[C:14]([CH2:16][CH2:17][CH2:18][N:29]3[CH2:30][CH2:31][N:26]([C:20]4[CH:25]=[CH:24][CH:23]=[CH:22][CH:21]=4)[CH2:27][CH2:28]3)[O:13][N:12]=2)=[CH:4][C:3]=1[O:2][CH3:1]. (10) Given the reactants [C:1]([NH:5][S:6]([CH2:9][CH2:10][CH2:11]Cl)(=[O:8])=[O:7])([CH3:4])([CH3:3])[CH3:2].[CH2:13](I)[CH3:14].C(NS(C1(C)CC1)(=O)=O)(C)(C)C, predict the reaction product. The product is: [C:1]([NH:5][S:6]([C:9]1([CH2:13][CH3:14])[CH2:11][CH2:10]1)(=[O:8])=[O:7])([CH3:4])([CH3:3])[CH3:2].